Dataset: Forward reaction prediction with 1.9M reactions from USPTO patents (1976-2016). Task: Predict the product of the given reaction. Given the reactants [OH:1][C:2]1[C:15]2[C:14](=[O:16])[C:13]3[CH:12]=[C:11]4[CH:17]=[CH:18][CH:19]=[CH:20][C:10]4=[CH:9][C:8]=3[O:7][C:6]=2[CH:5]=[C:4]([OH:21])[CH:3]=1.C([O-])([O-])=O.[K+].[K+].CN(C=O)C.[CH2:33]([CH:35]1[O:37][CH2:36]1)Cl, predict the reaction product. The product is: [OH:1][C:2]1[C:15]2[C:14](=[O:16])[C:13]3[CH:12]=[C:11]4[CH:17]=[CH:18][CH:19]=[CH:20][C:10]4=[CH:9][C:8]=3[O:7][C:6]=2[CH:5]=[C:4]([O:21][CH2:33][CH:35]2[CH2:36][O:37]2)[CH:3]=1.